From a dataset of Peptide-MHC class I binding affinity with 185,985 pairs from IEDB/IMGT. Regression. Given a peptide amino acid sequence and an MHC pseudo amino acid sequence, predict their binding affinity value. This is MHC class I binding data. (1) The peptide sequence is SIFPANINDK. The MHC is HLA-A31:01 with pseudo-sequence HLA-A31:01. The binding affinity (normalized) is 0. (2) The peptide sequence is WTLYAVATTI. The MHC is HLA-A68:02 with pseudo-sequence HLA-A68:02. The binding affinity (normalized) is 0.787. (3) The peptide sequence is HVIQNAFRK. The MHC is HLA-A23:01 with pseudo-sequence HLA-A23:01. The binding affinity (normalized) is 0.213. (4) The peptide sequence is WPTVRERM. The MHC is HLA-B44:02 with pseudo-sequence HLA-B44:02. The binding affinity (normalized) is 0.0873.